The task is: Predict the reaction yield, written as a fraction of the theoretical maximum amount of product (1.0 means a 100% yield; for example, 0.34 means a 34% yield).. This data is from Reaction yield outcomes from USPTO patents with 853,638 reactions. (1) The catalyst is I. The product is [I:13][C:2]1[N:7]=[N:6][CH:5]=[C:4]([C:8]([O:10][CH3:11])=[O:9])[CH:3]=1. The reactants are Cl[C:2]1[N:7]=[N:6][CH:5]=[C:4]([C:8]([O:10][CH3:11])=[O:9])[CH:3]=1.[Na+].[I-:13].C([O-])(O)=O.[Na+]. The yield is 0.870. (2) The reactants are [OH-].[Na+].C([O:6][C@H:7]([C:14]1[CH:19]=[CH:18][C:17]([NH:20][C:21]([CH:23]2[O:27][N:26]=[C:25]([C:28]3[CH:29]=[N:30][CH:31]=[CH:32][CH:33]=3)[CH2:24]2)=[O:22])=[CH:16][CH:15]=1)[C:8]1[CH:13]=[CH:12][CH:11]=[CH:10][CH:9]=1)(=O)C. The catalyst is CO.C1COCC1. The product is [OH:6][CH:7]([C:8]1[CH:9]=[CH:10][CH:11]=[CH:12][CH:13]=1)[C:14]1[CH:15]=[CH:16][C:17]([NH:20][C:21]([C@H:23]2[O:27][N:26]=[C:25]([C:28]3[CH:29]=[N:30][CH:31]=[CH:32][CH:33]=3)[CH2:24]2)=[O:22])=[CH:18][CH:19]=1. The yield is 0.920. (3) The reactants are [CH:1]([NH:4][CH2:5][C:6]1[CH:15]=[CH:14][C:9]([C:10]([O:12][CH3:13])=[O:11])=[CH:8][CH:7]=1)([CH3:3])[CH3:2].C([O-])(O)=O.[Na+].[CH3:21][C:22]([O:25][C:26](O[C:26]([O:25][C:22]([CH3:24])([CH3:23])[CH3:21])=[O:27])=[O:27])([CH3:24])[CH3:23]. The catalyst is C1COCC1.CCOC(C)=O. The product is [C:22]([O:25][C:26]([N:4]([CH2:5][C:6]1[CH:7]=[CH:8][C:9]([C:10]([O:12][CH3:13])=[O:11])=[CH:14][CH:15]=1)[CH:1]([CH3:3])[CH3:2])=[O:27])([CH3:24])([CH3:23])[CH3:21]. The yield is 0.970.